From a dataset of Experimentally validated miRNA-target interactions with 360,000+ pairs, plus equal number of negative samples. Binary Classification. Given a miRNA mature sequence and a target amino acid sequence, predict their likelihood of interaction. The miRNA is mmu-miR-668-3p with sequence UGUCACUCGGCUCGGCCCACUACC. The protein sequence of the target gene is MSSHVPADMINLRLILVSGKTKEFLFSPNDSASDIAKHVYDNWPMDWEEEQVSSPNILRLIYQGRFLHGNVTLGALKLPFGKTTVMHLVARETLPEPNSQGQRNREKTGESNCCVIL. Result: 0 (no interaction).